From a dataset of Full USPTO retrosynthesis dataset with 1.9M reactions from patents (1976-2016). Predict the reactants needed to synthesize the given product. (1) Given the product [Br:49][C:50]1[CH:51]=[N:52][C:53]([N:33]2[CH2:34][CH2:35][CH:30]([C:10]3[C:9]([CH:36]([F:47])[C:37]4[CH:38]=[CH:39][C:40]([C:43]([F:45])([F:46])[F:44])=[CH:41][CH:42]=4)=[C:8]([CH:5]4[CH2:6][CH2:7][C:2]([F:1])([F:48])[CH2:3][CH2:4]4)[C:17]4[CH:16]([O:18][CH2:19][C:20]5[CH:21]=[CH:22][C:23]([O:26][CH3:27])=[CH:24][CH:25]=5)[CH2:15][C:14]([CH3:28])([CH3:29])[CH2:13][C:12]=4[N:11]=3)[CH2:31][CH2:32]2)=[N:54][CH:55]=1, predict the reactants needed to synthesize it. The reactants are: [F:1][C:2]1([F:48])[CH2:7][CH2:6][CH:5]([C:8]2[C:17]3[CH:16]([O:18][CH2:19][C:20]4[CH:25]=[CH:24][C:23]([O:26][CH3:27])=[CH:22][CH:21]=4)[CH2:15][C:14]([CH3:29])([CH3:28])[CH2:13][C:12]=3[N:11]=[C:10]([CH:30]3[CH2:35][CH2:34][NH:33][CH2:32][CH2:31]3)[C:9]=2[CH:36]([F:47])[C:37]2[CH:42]=[CH:41][C:40]([C:43]([F:46])([F:45])[F:44])=[CH:39][CH:38]=2)[CH2:4][CH2:3]1.[Br:49][C:50]1[CH:51]=[N:52][C:53](Cl)=[N:54][CH:55]=1.C1CCN2C(=NCCC2)CC1.O. (2) The reactants are: [C:1]([O:5][C:6]([NH:8][CH2:9][C:10]([N:12]([CH2:14][C:15]1[CH:16]=[C:17]([C:21]2[CH:22]=[N:23][C:24]([N:27]3[CH2:32][CH2:31][CH:30]([C:33]([OH:35])=O)[CH2:29][CH2:28]3)=[N:25][CH:26]=2)[CH:18]=[CH:19][CH:20]=1)[CH3:13])=[O:11])=[O:7])([CH3:4])([CH3:3])[CH3:2].[CH3:36][NH:37][CH:38]1[CH2:43][CH2:42][CH2:41][CH2:40][CH2:39]1.CCN=C=NCCCN(C)C.Cl.C1C=CC2N(O)N=NC=2C=1. Given the product [CH:38]1([N:37]([CH3:36])[C:33]([CH:30]2[CH2:29][CH2:28][N:27]([C:24]3[N:23]=[CH:22][C:21]([C:17]4[CH:16]=[C:15]([CH:20]=[CH:19][CH:18]=4)[CH2:14][N:12]([CH3:13])[C:10](=[O:11])[CH2:9][NH:8][C:6](=[O:7])[O:5][C:1]([CH3:2])([CH3:3])[CH3:4])=[CH:26][N:25]=3)[CH2:32][CH2:31]2)=[O:35])[CH2:43][CH2:42][CH2:41][CH2:40][CH2:39]1, predict the reactants needed to synthesize it. (3) Given the product [F:1][C:2]([F:19])([F:18])[C:3]([NH:5][CH2:6][C:7]1[C:8]([F:17])=[CH:9][C:10]([Cl:16])=[C:11]([CH:15]=1)[C:12]([NH2:26])=[O:13])=[O:4], predict the reactants needed to synthesize it. The reactants are: [F:1][C:2]([F:19])([F:18])[C:3]([NH:5][CH2:6][C:7]1[C:8]([F:17])=[CH:9][C:10]([Cl:16])=[C:11]([CH:15]=1)[C:12](O)=[O:13])=[O:4].C(Cl)(=O)C(Cl)=O.[NH3:26].